This data is from Catalyst prediction with 721,799 reactions and 888 catalyst types from USPTO. The task is: Predict which catalyst facilitates the given reaction. (1) Reactant: [CH3:1][O:2][C:3]([C@H:5]1[CH:11]([C:12]2[CH:17]=[CH:16][C:15]([Sn](C)(C)C)=[CH:14][CH:13]=2)[CH2:10][C@H:9]2[N:22]([CH3:23])[C@@H:6]1[CH2:7][CH2:8]2)=[O:4].Br[C:25]1[CH:29]=[CH:28][S:27][CH:26]=1. Product: [CH3:1][O:2][C:3]([C@H:5]1[C@@H:11]([C:12]2[CH:17]=[CH:16][C:15]([C:25]3[CH:29]=[CH:28][S:27][CH:26]=3)=[CH:14][CH:13]=2)[CH2:10][C@H:9]2[N:22]([CH3:23])[C@@H:6]1[CH2:7][CH2:8]2)=[O:4]. The catalyst class is: 7. (2) Reactant: C(=O)([O-])[O-].[Cs+].[Cs+].CN(C)C=O.Br[CH2:13][C:14]1[CH:19]=[CH:18][C:17]([CH2:20][Br:21])=[CH:16][CH:15]=1.[F:22][C:23]1[CH:28]=[CH:27][C:26]([N:29]2[C@H:32]([C:33]3[CH:38]=[CH:37][C:36]([OH:39])=[CH:35][CH:34]=3)[C@@H:31]([CH2:40][CH2:41][C@@H:42]([C:44]3[CH:49]=[CH:48][C:47]([F:50])=[CH:46][CH:45]=3)[OH:43])[C:30]2=[O:51])=[CH:25][CH:24]=1. Product: [Br:21][CH2:20][C:17]1[CH:18]=[CH:19][C:14]([CH2:13][O:39][C:36]2[CH:37]=[CH:38][C:33]([C@H:32]3[N:29]([C:26]4[CH:25]=[CH:24][C:23]([F:22])=[CH:28][CH:27]=4)[C:30](=[O:51])[C@@H:31]3[CH2:40][CH2:41][C@@H:42]([C:44]3[CH:45]=[CH:46][C:47]([F:50])=[CH:48][CH:49]=3)[OH:43])=[CH:34][CH:35]=2)=[CH:15][CH:16]=1. The catalyst class is: 13. (3) Reactant: O.[NH2:2][NH2:3].[F:4][C:5]([F:16])([F:15])[C:6]1[CH:7]=[C:8]([CH:12]=[CH:13][CH:14]=1)[C:9](Cl)=[O:10]. Product: [F:4][C:5]([F:16])([F:15])[C:6]1[CH:7]=[C:8]([CH:12]=[CH:13][CH:14]=1)[C:9]([NH:2][NH2:3])=[O:10]. The catalyst class is: 17. (4) Reactant: Br[C:2]1[C:7]([CH3:8])=[CH:6][CH:5]=[CH:4][C:3]=1[CH2:9][O:10][C:11]1[CH:16]=[C:15]([C:17]([F:20])([F:19])[F:18])[CH:14]=[CH:13][C:12]=1[Cl:21].[O:22]1[CH2:27][CH2:26][N:25]([C:28]2[C:29]([NH2:47])=[N:30][C:31]3[C:36]([CH:37]=2)=[CH:35][C:34](B2OC(C)(C)C(C)(C)O2)=[CH:33][CH:32]=3)[CH2:24][CH2:23]1.C1(P(C2CCCCC2)C2C=CC=CC=2C2C(C(C)C)=CC(C(C)C)=CC=2C(C)C)CCCCC1.P([O-])([O-])([O-])=O.[K+].[K+].[K+]. Product: [Cl:21][C:12]1[CH:13]=[CH:14][C:15]([C:17]([F:20])([F:19])[F:18])=[CH:16][C:11]=1[O:10][CH2:9][C:3]1[CH:4]=[CH:5][CH:6]=[C:7]([CH3:8])[C:2]=1[C:34]1[CH:35]=[C:36]2[C:31](=[CH:32][CH:33]=1)[N:30]=[C:29]([NH2:47])[C:28]([N:25]1[CH2:24][CH2:23][O:22][CH2:27][CH2:26]1)=[CH:37]2. The catalyst class is: 488.